Predict the product of the given reaction. From a dataset of Forward reaction prediction with 1.9M reactions from USPTO patents (1976-2016). The product is: [F:1][C:2]1[CH:10]=[C:6]2[C:7]([O:9][C:13](=[O:15])[NH:11][C:5]2=[CH:4][CH:3]=1)=[O:8]. Given the reactants [F:1][C:2]1[CH:10]=[C:6]([C:7]([OH:9])=[O:8])[C:5]([NH2:11])=[CH:4][CH:3]=1.Cl[C:13](Cl)([O:15]C(=O)OC(Cl)(Cl)Cl)Cl, predict the reaction product.